Task: Binary Classification. Given a drug SMILES string, predict its activity (active/inactive) in a high-throughput screening assay against a specified biological target.. Dataset: Cav3 T-type calcium channel HTS with 100,875 compounds (1) The drug is Fc1c(COc2ccc(cc2)c2nn(nn2)C)cccc1. The result is 0 (inactive). (2) The compound is Fc1c(C(=O)NCCCN2CCOCC2)c(F)ccc1. The result is 0 (inactive). (3) The drug is O1c2c(C(C(=C1N)C#N)c1ccncc1)c(=O)n(CCN(C)C)c(c2)C. The result is 0 (inactive). (4) The drug is Fc1c(NC(=O)CCc2ccccc2)cc(cc1)C. The result is 0 (inactive). (5) The drug is [nH]1c2c(nc1Nc1nc(cc(n1)C)C)cccc2. The result is 0 (inactive). (6) The drug is O=C1N=C2N(C1(C(C)C)C)C(=O)c1c2cccc1. The result is 0 (inactive).